Predict which catalyst facilitates the given reaction. From a dataset of Catalyst prediction with 721,799 reactions and 888 catalyst types from USPTO. (1) Reactant: [CH3:1][N:2]([CH3:36])[CH2:3][CH2:4][NH:5][C:6]1[N:11]=[C:10]([C:12]2[CH:26]=[CH:25][CH:24]=[CH:23][C:13]=2[CH2:14][NH:15]C(=O)OC(C)(C)C)[CH:9]=[C:8]([C:27]2[S:31][C:30]([NH:32][CH:33]([CH3:35])[CH3:34])=[N:29][CH:28]=2)[N:7]=1.Cl. Product: [NH2:15][CH2:14][C:13]1[CH:23]=[CH:24][CH:25]=[CH:26][C:12]=1[C:10]1[CH:9]=[C:8]([C:27]2[S:31][C:30]([NH:32][CH:33]([CH3:35])[CH3:34])=[N:29][CH:28]=2)[N:7]=[C:6]([NH:5][CH2:4][CH2:3][N:2]([CH3:36])[CH3:1])[N:11]=1. The catalyst class is: 440. (2) Reactant: [CH3:1][C:2]1[NH:3][C:4]2[C:9]([CH:10]=1)=[CH:8][CH:7]=[CH:6][CH:5]=2.N1C=CC=CC=1.[Cl:17][CH:18]([C:22]1[CH:27]=[CH:26][CH:25]=[CH:24][CH:23]=1)[C:19](Cl)=[O:20]. Product: [Cl:17][CH:18]([C:22]1[CH:27]=[CH:26][CH:25]=[CH:24][CH:23]=1)[C:19]([C:10]1[C:9]2[C:4](=[CH:5][CH:6]=[CH:7][CH:8]=2)[NH:3][C:2]=1[CH3:1])=[O:20]. The catalyst class is: 11. (3) Reactant: Cl[C:2]1[CH:9]=[CH:8][C:5]([C:6]#[N:7])=[CH:4][C:3]=1[N+:10]([O-:12])=[O:11].[Cl:13][C:14]1[CH:19]=[CH:18][C:17]([Cl:20])=[CH:16][C:15]=1[SH:21].C([O-])([O-])=O.[K+].[K+]. Product: [Cl:13][C:14]1[CH:19]=[CH:18][C:17]([Cl:20])=[CH:16][C:15]=1[S:21][C:2]1[CH:9]=[CH:8][C:5]([C:6]#[N:7])=[CH:4][C:3]=1[N+:10]([O-:12])=[O:11]. The catalyst class is: 1. (4) Reactant: [CH3:1][O:2][CH2:3][CH2:4][CH2:5][O:6][C:7]1[CH:8]=[C:9]([CH:11]=[CH:12][CH:13]=1)[NH2:10].C(O)(=O)C.[O-:18][C:19]#[N:20].[K+]. Product: [CH3:1][O:2][CH2:3][CH2:4][CH2:5][O:6][C:7]1[CH:8]=[C:9]([NH:10][C:19]([NH2:20])=[O:18])[CH:11]=[CH:12][CH:13]=1. The catalyst class is: 6. (5) Reactant: [C:1]([NH:5][C:6](=[O:17])[C:7]1[CH:12]=[C:11]([N+:13]([O-:15])=[O:14])[CH:10]=[CH:9][C:8]=1[OH:16])([CH3:4])([CH3:3])[CH3:2].[H-].[Na+].Br[CH:21]([C:28]1[CH:33]=[CH:32][CH:31]=[CH:30][CH:29]=1)[C:22]1[CH:27]=[CH:26][CH:25]=[CH:24][CH:23]=1. Product: [CH:21]([O:16][C:8]1[CH:9]=[CH:10][C:11]([N+:13]([O-:15])=[O:14])=[CH:12][C:7]=1[C:6]([NH:5][C:1]([CH3:4])([CH3:2])[CH3:3])=[O:17])([C:22]1[CH:27]=[CH:26][CH:25]=[CH:24][CH:23]=1)[C:28]1[CH:33]=[CH:32][CH:31]=[CH:30][CH:29]=1. The catalyst class is: 3. (6) Reactant: [Br:1][C:2]1[CH:3]=[C:4]([C@@:8]2([CH3:26])[N:13](CC3C=CC(OC)=CC=3)[C:12](=[O:23])[C:11]([CH3:25])([CH3:24])[O:10][CH2:9]2)[CH:5]=[CH:6][CH:7]=1.C1(OC)C=CC=CC=1.FC(F)(F)S(O)(=O)=O.C(=O)([O-])O.[Na+]. Product: [Br:1][C:2]1[CH:3]=[C:4]([C@@:8]2([CH3:26])[NH:13][C:12](=[O:23])[C:11]([CH3:25])([CH3:24])[O:10][CH2:9]2)[CH:5]=[CH:6][CH:7]=1. The catalyst class is: 55. (7) Reactant: [CH2:1]([P:17](=[O:20])([OH:19])[OH:18])[CH2:2][CH2:3][CH2:4][CH2:5][CH2:6][CH2:7][CH2:8][CH2:9][CH2:10][CH2:11][CH2:12][CH2:13][CH2:14][CH2:15][CH3:16].[OH-].[Na+:22]. Product: [Na+:22].[Na+:22].[CH2:1]([P:17](=[O:18])([O-:20])[O-:19])[CH2:2][CH2:3][CH2:4][CH2:5][CH2:6][CH2:7][CH2:8][CH2:9][CH2:10][CH2:11][CH2:12][CH2:13][CH2:14][CH2:15][CH3:16]. The catalyst class is: 81. (8) Reactant: [CH3:1][N:2]([CH3:13])[C:3]1[N:8]=[C:7]2[S:9][C:10]([SH:12])=[N:11][C:6]2=[CH:5][CH:4]=1.C(=O)([O-])[O-].[K+].[K+].Br.Br[CH2:22][C:23]([NH:25][CH2:26][CH2:27][CH2:28][N:29]([CH2:31][C:32]1[CH:37]=[CH:36][C:35]([Cl:38])=[C:34]([Cl:39])[CH:33]=1)[CH3:30])=[O:24]. Product: [Cl:39][C:34]1[CH:33]=[C:32]([CH:37]=[CH:36][C:35]=1[Cl:38])[CH2:31][N:29]([CH3:30])[CH2:28][CH2:27][CH2:26][NH:25][C:23](=[O:24])[CH2:22][S:12][C:10]1[S:9][C:7]2[C:6]([N:11]=1)=[CH:5][CH:4]=[C:3]([N:2]([CH3:13])[CH3:1])[N:8]=2. The catalyst class is: 9.